Dataset: NCI-60 drug combinations with 297,098 pairs across 59 cell lines. Task: Regression. Given two drug SMILES strings and cell line genomic features, predict the synergy score measuring deviation from expected non-interaction effect. (1) Drug 1: CC12CCC3C(C1CCC2=O)CC(=C)C4=CC(=O)C=CC34C. Drug 2: C1CN(P(=O)(OC1)NCCCl)CCCl. Cell line: UACC-257. Synergy scores: CSS=27.7, Synergy_ZIP=-6.63, Synergy_Bliss=-1.33, Synergy_Loewe=-13.8, Synergy_HSA=-1.75. (2) Synergy scores: CSS=46.4, Synergy_ZIP=-10.7, Synergy_Bliss=-13.2, Synergy_Loewe=-7.73, Synergy_HSA=-6.80. Drug 1: C1=C(C(=O)NC(=O)N1)F. Cell line: A498. Drug 2: C1=NC2=C(N=C(N=C2N1C3C(C(C(O3)CO)O)F)Cl)N. (3) Drug 1: CN1C2=C(C=C(C=C2)N(CCCl)CCCl)N=C1CCCC(=O)O.Cl. Drug 2: C(CN)CNCCSP(=O)(O)O. Cell line: SF-295. Synergy scores: CSS=1.53, Synergy_ZIP=-0.688, Synergy_Bliss=-1.21, Synergy_Loewe=-2.57, Synergy_HSA=-1.84.